This data is from Forward reaction prediction with 1.9M reactions from USPTO patents (1976-2016). The task is: Predict the product of the given reaction. (1) Given the reactants [F:1][C:2]1[CH:3]=[C:4]([N:15]2[CH2:20][CH2:19][O:18][CH2:17][CH2:16]2)[CH:5]=[CH:6][C:7]=1[CH2:8][N:9]1[CH2:14][CH2:13][NH:12][CH2:11][CH2:10]1.C(N(CC)C(C)C)(C)C.[CH2:30]1[C:35](=[O:36])[N:34]([O:37][C:38](ON2C(=O)CCC2=O)=[O:39])[C:32](=[O:33])[CH2:31]1, predict the reaction product. The product is: [F:1][C:2]1[CH:3]=[C:4]([N:15]2[CH2:16][CH2:17][O:18][CH2:19][CH2:20]2)[CH:5]=[CH:6][C:7]=1[CH2:8][N:9]1[CH2:10][CH2:11][N:12]([C:38]([O:37][N:34]2[C:35](=[O:36])[CH2:30][CH2:31][C:32]2=[O:33])=[O:39])[CH2:13][CH2:14]1. (2) Given the reactants [NH2:1][C:2]1[CH:3]=[C:4]([Br:27])[C:5]([C@@H:9]([NH:19][C:20](=[O:26])[O:21][C:22]([CH3:25])([CH3:24])[CH3:23])[CH2:10][C:11]2[CH:16]=[C:15]([F:17])[CH:14]=[C:13]([F:18])[CH:12]=2)=[N:6][C:7]=1[Br:8].[F:28][C:29]([F:40])([F:39])[C:30](O[C:30](=[O:31])[C:29]([F:40])([F:39])[F:28])=[O:31].C(=O)([O-])[O-].[K+].[K+].O, predict the reaction product. The product is: [Br:27][C:4]1[C:5]([C@@H:9]([NH:19][C:20](=[O:26])[O:21][C:22]([CH3:24])([CH3:23])[CH3:25])[CH2:10][C:11]2[CH:16]=[C:15]([F:17])[CH:14]=[C:13]([F:18])[CH:12]=2)=[N:6][C:7]([Br:8])=[C:2]([NH:1][C:30](=[O:31])[C:29]([F:40])([F:39])[F:28])[CH:3]=1.